The task is: Predict the reaction yield, written as a fraction of the theoretical maximum amount of product (1.0 means a 100% yield; for example, 0.34 means a 34% yield).. This data is from Reaction yield outcomes from USPTO patents with 853,638 reactions. (1) The reactants are [NH2:1][C:2]1[CH:30]=[CH:29][C:5]([O:6][C:7]2[C:16]3[C:11](=[CH:12][C:13]([O:19][CH2:20][C@@H:21]([OH:28])[CH2:22][N:23]([CH2:26][CH3:27])[CH2:24][CH3:25])=[C:14]([C:17]#[N:18])[CH:15]=3)[N:10]=[CH:9][CH:8]=2)=[CH:4][C:3]=1[Cl:31].[N:32]1[CH:37]=C[CH:35]=[CH:34][CH:33]=1.ClC(OC1C=CC=CC=1)=[O:40].C1(N)CC1.C(=O)(O)[O-].[Na+]. The catalyst is CN(C)C=O.C(OCC)(=O)C. The product is [Cl:31][C:3]1[CH:4]=[C:5]([O:6][C:7]2[C:16]3[C:11](=[CH:12][C:13]([O:19][CH2:20][C@@H:21]([OH:28])[CH2:22][N:23]([CH2:26][CH3:27])[CH2:24][CH3:25])=[C:14]([C:17]#[N:18])[CH:15]=3)[N:10]=[CH:9][CH:8]=2)[CH:29]=[CH:30][C:2]=1[NH:1][C:37]([NH:32][CH:33]1[CH2:35][CH2:34]1)=[O:40]. The yield is 0.405. (2) The reactants are [O:1]1[CH:5]=[CH:4][CH:3]=[C:2]1[C:6]1[O:7][C:8]([CH3:32])=[C:9]([CH2:11][O:12][C:13]2[N:18]=[CH:17][C:16]([CH2:19][O:20][C:21]3[C:25]([CH2:26][C:27]([O:29]C)=[O:28])=[CH:24][N:23]([CH3:31])[N:22]=3)=[CH:15][CH:14]=2)[N:10]=1.[OH-].[Na+].O1CCCC1.Cl. The catalyst is C(O)C. The product is [O:1]1[CH:5]=[CH:4][CH:3]=[C:2]1[C:6]1[O:7][C:8]([CH3:32])=[C:9]([CH2:11][O:12][C:13]2[N:18]=[CH:17][C:16]([CH2:19][O:20][C:21]3[C:25]([CH2:26][C:27]([OH:29])=[O:28])=[CH:24][N:23]([CH3:31])[N:22]=3)=[CH:15][CH:14]=2)[N:10]=1. The yield is 0.960. (3) The reactants are [Br:1][C:2]1[CH:6]=[C:5]([Br:7])[S:4][C:3]=1[CH:8]([OH:14])[C:9]([O:11][CH2:12][CH3:13])=[O:10].Cl(O)(=O)(=O)=O.C(=O)([O-])[O-].[K+].[K+].C(O[C:30]([CH3:33])([CH3:32])[CH3:31])(=O)C. No catalyst specified. The product is [C:30]([O:14][CH:8]([C:3]1[S:4][C:5]([Br:7])=[CH:6][C:2]=1[Br:1])[C:9]([O:11][CH2:12][CH3:13])=[O:10])([CH3:33])([CH3:32])[CH3:31]. The yield is 0.860. (4) The product is [CH3:34][O:35][C:36]([C:38]1[CH:39]=[C:40]([C:45]2[CH:50]=[CH:49][C:48]([CH3:51])=[CH:47][CH:46]=2)[CH:41]=[C:42](/[N:44]=[C:1](\[Cl:53])/[C:3]([F:6])([F:5])[F:4])[CH:43]=1)=[O:37]. The yield is 0.600. No catalyst specified. The reactants are [C:1](O)([C:3]([F:6])([F:5])[F:4])=O.C1C=CC(P(C2C=CC=CC=2)C2C=CC=CC=2)=CC=1.CCN(CC)CC.[CH3:34][O:35][C:36]([C:38]1[CH:39]=[C:40]([C:45]2[CH:50]=[CH:49][C:48]([CH3:51])=[CH:47][CH:46]=2)[CH:41]=[C:42]([NH2:44])[CH:43]=1)=[O:37].C(Cl)(Cl)(Cl)[Cl:53].